Task: Predict which catalyst facilitates the given reaction.. Dataset: Catalyst prediction with 721,799 reactions and 888 catalyst types from USPTO (1) Reactant: [Br:1][C:2]1[CH:7]=[CH:6][C:5]([Cl:8])=[CH:4][C:3]=1[N+:9]([O-])=O.Cl[Sn]Cl.O.C([O-])(O)=O.[Na+]. Product: [Br:1][C:2]1[CH:7]=[CH:6][C:5]([Cl:8])=[CH:4][C:3]=1[NH2:9]. The catalyst class is: 25. (2) Reactant: CN(C=O)C.[F:6][C:7]([F:20])([F:19])[C:8]1[C:16]([C:17]#[N:18])=[CH:15][CH:14]=[C:13]2[C:9]=1[CH:10]=[CH:11][NH:12]2.C([O-])([O-])=O.[Cs+].[Cs+].Cl[CH2:28][C:29]1[N:33]=[C:32]([C:34]2[CH:39]=[CH:38][CH:37]=[C:36]([C:40]([F:43])([F:42])[F:41])[CH:35]=2)[O:31][N:30]=1. Product: [F:20][C:7]([F:19])([F:6])[C:8]1[C:16]([C:17]#[N:18])=[CH:15][CH:14]=[C:13]2[C:9]=1[CH:10]=[CH:11][N:12]2[CH2:28][C:29]1[N:33]=[C:32]([C:34]2[CH:39]=[CH:38][CH:37]=[C:36]([C:40]([F:43])([F:41])[F:42])[CH:35]=2)[O:31][N:30]=1. The catalyst class is: 6. (3) Reactant: [N+:1]([C:4]1[CH:9]=[CH:8][C:7]([N:10]2[CH2:15][CH2:14][S:13][CH2:12][CH2:11]2)=[CH:6][CH:5]=1)([O-])=O.[H][H]. Product: [S:13]1[CH2:14][CH2:15][N:10]([C:7]2[CH:8]=[CH:9][C:4]([NH2:1])=[CH:5][CH:6]=2)[CH2:11][CH2:12]1. The catalyst class is: 29.